From a dataset of NCI-60 drug combinations with 297,098 pairs across 59 cell lines. Regression. Given two drug SMILES strings and cell line genomic features, predict the synergy score measuring deviation from expected non-interaction effect. Drug 1: C1=NC2=C(N1)C(=S)N=C(N2)N. Drug 2: C1=NC2=C(N=C(N=C2N1C3C(C(C(O3)CO)O)O)F)N. Cell line: SR. Synergy scores: CSS=63.7, Synergy_ZIP=7.03, Synergy_Bliss=6.99, Synergy_Loewe=0.543, Synergy_HSA=7.69.